From a dataset of NCI-60 drug combinations with 297,098 pairs across 59 cell lines. Regression. Given two drug SMILES strings and cell line genomic features, predict the synergy score measuring deviation from expected non-interaction effect. Drug 1: C1=CC(=C2C(=C1NCCNCCO)C(=O)C3=C(C=CC(=C3C2=O)O)O)NCCNCCO. Drug 2: CC1CCC2CC(C(=CC=CC=CC(CC(C(=O)C(C(C(=CC(C(=O)CC(OC(=O)C3CCCCN3C(=O)C(=O)C1(O2)O)C(C)CC4CCC(C(C4)OC)O)C)C)O)OC)C)C)C)OC. Cell line: SK-MEL-2. Synergy scores: CSS=52.3, Synergy_ZIP=3.16, Synergy_Bliss=2.82, Synergy_Loewe=6.64, Synergy_HSA=8.20.